This data is from Forward reaction prediction with 1.9M reactions from USPTO patents (1976-2016). The task is: Predict the product of the given reaction. (1) Given the reactants [Cl:1][C:2]1[CH:7]=[C:6]([C:8]([F:11])([F:10])[F:9])[CH:5]=[C:4]([Cl:12])[C:3]=1[N:13]1[C:21]2[C:16](=[CH:17][CH:18]=[CH:19][CH:20]=2)[C:15]([C:22]([OH:28])([CH3:27])[C:23]([F:26])([F:25])[F:24])=[CH:14]1.[H-].[Na+].[C:31](Cl)(=[O:37])[CH2:32][CH2:33][CH2:34][CH2:35][CH3:36], predict the reaction product. The product is: [Cl:1][C:2]1[CH:7]=[C:6]([C:8]([F:9])([F:10])[F:11])[CH:5]=[C:4]([Cl:12])[C:3]=1[N:13]1[C:21]2[C:16](=[CH:17][CH:18]=[CH:19][CH:20]=2)[C:15]([C:22]([O:28][C:31](=[O:37])[CH2:32][CH2:33][CH2:34][CH2:35][CH3:36])([CH3:27])[C:23]([F:24])([F:25])[F:26])=[CH:14]1. (2) Given the reactants [CH2:1]([N:3]([CH3:14])[C:4]1[CH:9]=[CH:8][C:7]([N+:10]([O-])=O)=[C:6]([CH3:13])[N:5]=1)[CH3:2], predict the reaction product. The product is: [CH2:1]([N:3]([CH3:14])[C:4]1[CH:9]=[CH:8][C:7]([NH2:10])=[C:6]([CH3:13])[N:5]=1)[CH3:2]. (3) Given the reactants [CH2:1]([O:3][C:4]1[CH:9]=[CH:8][C:7]([S:10]([N:13]2[CH2:18][C@H:17]([CH3:19])[NH:16][C@H:15]([CH3:20])[CH2:14]2)(=[O:12])=[O:11])=[CH:6][C:5]=1[C:21]1[NH:22][C:23](=O)[C:24]2[N:29]([CH2:30][CH3:31])[N:28]=[C:27]([CH2:32][CH2:33][CH3:34])[C:25]=2[N:26]=1)[CH3:2].COC1C=CC(P2(=S)SP(=S)(C3C=CC(OC)=CC=3)[S:45]2)=CC=1.C(Cl)(Cl)Cl.CO, predict the reaction product. The product is: [CH2:1]([O:3][C:4]1[CH:9]=[CH:8][C:7]([S:10]([N:13]2[CH2:18][C@H:17]([CH3:19])[NH:16][C@H:15]([CH3:20])[CH2:14]2)(=[O:12])=[O:11])=[CH:6][C:5]=1[C:21]1[NH:22][C:23](=[S:45])[C:24]2[N:29]([CH2:30][CH3:31])[N:28]=[C:27]([CH2:32][CH2:33][CH3:34])[C:25]=2[N:26]=1)[CH3:2]. (4) Given the reactants CNC1N=C(C(O)=O)[CH:6]=[C:5]([CH2:12]CC)[N:4]=1.[CH2:15]([C:19]1[N:24]=[C:23](S(C)(=O)=O)[N:22]=[C:21]([C:29]([OH:31])=[O:30])[CH:20]=1)[CH:16]([CH3:18])[CH3:17].C(N)(C)C, predict the reaction product. The product is: [CH2:15]([C:19]1[N:24]=[C:23]([NH:4][CH:5]([CH3:12])[CH3:6])[N:22]=[C:21]([C:29]([OH:31])=[O:30])[CH:20]=1)[CH:16]([CH3:18])[CH3:17].